From a dataset of Catalyst prediction with 721,799 reactions and 888 catalyst types from USPTO. Predict which catalyst facilitates the given reaction. (1) Reactant: [C:1]([C:3]1[N:4]=[C:5]([O:13][C@H:14]2[CH2:18][CH2:17][N:16]([C:19]([O:21][C:22]([CH3:25])([CH3:24])[CH3:23])=[O:20])[CH2:15]2)[C:6]2[C:11]([CH:12]=1)=[CH:10][CH:9]=[CH:8][CH:7]=2)#[N:2].[NH:26]([C:28](OCC)=[O:29])[NH2:27]. Product: [O:29]=[C:28]1[NH:26][N:27]=[C:1]([C:3]2[N:4]=[C:5]([O:13][C@H:14]3[CH2:18][CH2:17][N:16]([C:19]([O:21][C:22]([CH3:25])([CH3:24])[CH3:23])=[O:20])[CH2:15]3)[C:6]3[C:11]([CH:12]=2)=[CH:10][CH:9]=[CH:8][CH:7]=3)[NH:2]1. The catalyst class is: 296. (2) Reactant: C1[C@H](N)[C@@H](O[C@H]2O[C@H](CN)[C@@H](O)[C@H](O)[C@H]2O)[C@H](O)[C@@H](O[C@H]2O[C@H](CO)[C@@H](O)[C@H](N)[C@H]2O)[C@@H]1N.C1C([C@@H](O)[C@H](NC(C(Cl)Cl)=O)CO)=CC=C([N+]([O-])=O)C=1.[NH2:54][C@H:55]([C:63]([OH:65])=[O:64])[CH2:56][C:57]1[CH:62]=[CH:61][CH:60]=[CH:59][CH:58]=1.[NH2:66][C@H:67]([C:76]([OH:78])=[O:77])[CH2:68][C:69]1[CH:74]=[CH:73][C:72]([OH:75])=[CH:71][CH:70]=1. Product: [NH2:54][C@H:55]([C:63]([OH:65])=[O:64])[CH2:56][C:57]1[CH:62]=[CH:61][CH:60]=[CH:59][CH:58]=1.[NH2:66][C@H:67]([C:76]([OH:78])=[O:77])[CH2:68][C:69]1[CH:70]=[CH:71][C:72]([OH:75])=[CH:73][CH:74]=1. The catalyst class is: 6. (3) Reactant: [NH2:1][C:2]1[N:7]=[CH:6][C:5]([C:8]2[CH:32]=[CH:31][C:11]3[N:12]([C:27]([CH3:30])([CH3:29])[CH3:28])[C:13]([C:15]4[CH:20]=[CH:19][C:18]([OH:21])=[CH:17][C:16]=4[N:22]4[CH:26]=[N:25][CH:24]=[N:23]4)=[N:14][C:10]=3[CH:9]=2)=[CH:4][N:3]=1.C(=O)([O-])[O-].[Cs+].[Cs+].Cl[CH2:40][C:41]([CH3:48])([CH3:47])[C:42]([O:44][CH2:45][CH3:46])=[O:43]. Product: [CH2:45]([O:44][C:42](=[O:43])[C:41]([CH3:48])([CH3:47])[CH2:40][O:21][C:18]1[CH:19]=[CH:20][C:15]([C:13]2[N:12]([C:27]([CH3:29])([CH3:28])[CH3:30])[C:11]3[CH:31]=[CH:32][C:8]([C:5]4[CH:4]=[N:3][C:2]([NH2:1])=[N:7][CH:6]=4)=[CH:9][C:10]=3[N:14]=2)=[C:16]([N:22]2[CH:26]=[N:25][CH:24]=[N:23]2)[CH:17]=1)[CH3:46]. The catalyst class is: 3. (4) Reactant: [CH3:1][O:2][C:3](=[O:12])[C:4]1[CH:9]=[CH:8][C:7](Br)=[CH:6][C:5]=1[F:11].[B:13]1([B:13]2[O:17][C:16]([CH3:19])([CH3:18])[C:15]([CH3:21])([CH3:20])[O:14]2)[O:17][C:16]([CH3:19])([CH3:18])[C:15]([CH3:21])([CH3:20])[O:14]1.C([O-])(=O)C.[K+]. The catalyst class is: 418. Product: [CH3:1][O:2][C:3](=[O:12])[C:4]1[CH:9]=[CH:8][C:7]([B:13]2[O:17][C:16]([CH3:19])([CH3:18])[C:15]([CH3:21])([CH3:20])[O:14]2)=[CH:6][C:5]=1[F:11]. (5) Reactant: [O:1]([C:3]#[N:4])[K].O.[Br:6][C:7]1[CH:8]=[C:9]([CH:11]=[CH:12][CH:13]=1)[NH2:10]. Product: [Br:6][C:7]1[CH:8]=[C:9]([NH:10][C:3]([NH2:4])=[O:1])[CH:11]=[CH:12][CH:13]=1. The catalyst class is: 52. (6) Reactant: C[Si]([N-][Si](C)(C)C)(C)C.[Na+].[O:11]=[C:12]1[CH2:17][CH2:16][CH:15]([NH:18][C:19](=[O:28])[O:20][CH2:21][C:22]2[CH:27]=[CH:26][CH:25]=[CH:24][CH:23]=2)[CH2:14][CH2:13]1.[F:29][C:30]([F:49])([F:48])[S:31](N(C1C=CC=CC=1)[S:31]([C:30]([F:49])([F:48])[F:29])(=[O:33])=[O:32])(=[O:33])=[O:32]. Product: [F:29][C:30]([F:49])([F:48])[S:31]([O:11][C:12]1[CH2:17][CH2:16][CH:15]([NH:18][C:19]([O:20][CH2:21][C:22]2[CH:23]=[CH:24][CH:25]=[CH:26][CH:27]=2)=[O:28])[CH2:14][CH:13]=1)(=[O:33])=[O:32]. The catalyst class is: 165. (7) Reactant: [C:1]([O:5][C:6](=[O:28])[NH:7][CH:8]([CH3:27])[C:9]([NH:11][C:12]1[CH:17]=[C:16](Cl)[CH:15]=[C:14]([C:19]#[C:20][C:21]2[CH:26]=[CH:25][CH:24]=[CH:23][CH:22]=2)[N:13]=1)=[O:10])([CH3:4])([CH3:3])[CH3:2].OB1OB(O)OB(O)O1.[C:38](=O)([O-])[O-].[K+].[K+].COCCOC. Product: [C:1]([O:5][C:6](=[O:28])[NH:7][CH:8]([CH3:27])[C:9]([NH:11][C:12]1[CH:17]=[C:16]([CH3:38])[CH:15]=[C:14]([C:19]#[C:20][C:21]2[CH:26]=[CH:25][CH:24]=[CH:23][CH:22]=2)[N:13]=1)=[O:10])([CH3:4])([CH3:3])[CH3:2]. The catalyst class is: 103.